This data is from Human Reference Interactome with 51,813 positive PPI pairs across 8,248 proteins, plus equal number of experimentally-validated negative pairs. The task is: Binary Classification. Given two protein amino acid sequences, predict whether they physically interact or not. (1) Protein 1 (ENSG00000176774) has sequence MPRGQKSKLRAREKRHQARCENQDLGATQATVAEGESPSPAYLLFGDRPQNLPAAETPSIPEALQGAPSTTNAIAPVSCSSNEGASSQDEKSLGSSREAEGWKEDPLNKKVVSLVHFLLQKYETKEPITKGDMIKFVIRKDKCHFNEILKRASEHMELALGVDLKEVDPIRHYYAFFSKLDLTYDETTSDEEKIPKTGLLMIALGVIFLNGNRAPEEAVWEIMNMMGVYADRKHFLYGDPRKVMTKDLVQLKYLEYQQVPNSDPPRYEFLWGPRAHAETSKMKVLEFVAKIHDTVPSAFP.... Protein 2 (ENSG00000154781) has sequence MDRRKKPLDVTASSLVDLKAELFRKQEEFKQEKLLKDSGVFGKPKTTNKKPSIWSKQNVGVSNRAEKDAEQKIEEQKTLDKAREKLEEKAKLYEKMTKGDFIDEEVEDMYLVDFTQKIIDKRKEMEASGAHRDSQKAGERDDDEENLPEGEIPPPQDPSEEWVDYVDSLGRSRRCMRKDLPDLLEMDKNLQGRLFISPANEKTLLSEDMRKELQRQQWEEEEREALKRPMGPVHYEDIRENDGDVIGPLPPEPEAVPTPRPAAQSSKVEVIVQERKDTKPGVPHIREWDRGKEFSFGYWS.... Result: 0 (the proteins do not interact). (2) Protein 1 (ENSG00000124593) has sequence MSVQNSGWPHQEDSPKPQDPGPPANSDSDSGHLPGEDPEDTHAQGPAVLSLGSLCLDTNQAPNWTGLQTLLQQLPPQDIDERYCLALGEEERAELQLFCARRKQEALGQGVARLVLPKLEGHTCEKCRELLKPGEYGVFAARAGEQRCWHQPCFACQACGQALINLIYFYHDGQLYCGRHHAELLRPRCPACDQLIFSWRCTEAEGQRWHENHFCCQDCAGPLGGGRYALPGGSPCCPSCFENRYSDAGSSWAGALEGQAFLGETGLDRTEGRDQTSVNSATLSRTLLAAAGGSSLQTQR.... Protein 2 (ENSG00000105649) has sequence MASATDSRYGQKESSDQNFDYMFKILIIGNSSVGKTSFLFRYADDSFTPAFVSTVGIDFKVKTIYRNDKRIKLQIWDTAGQERYRTITTAYYRGAMGFILMYDITNEESFNAVQDWSTQIKTYSWDNAQVLLVGNKCDMEDERVVSSERGRQLADHLGFEFFEASAKDNINVKQTFERLVDVICEKMSESLDTADPAVTGAKQGPQLSDQQVPPHQDCAC*MGFILMYDITNEESFNAVQDWSTQIKTYSWDNAQVLLVGNKCDMEDERVVSSERGRQLADHLGFEFFEASAKDNINVKQ.... Result: 0 (the proteins do not interact). (3) Protein 1 (ENSG00000183873) has sequence MANFLLPRGTSSFRRFTRESLAAIEKRMAEKQARGSTTLQESREGLPEEEAPRPQLDLQASKKLPMANFLLPRGTSSFRRFTRESLAAIEKRMAEKQARGSTTLQESREGLPEEEAPRPQLDLQASKKLPDLYGNPPQELIGEPLEDLDPFYSTQKTFIVLNKGKTIFRFSATNALYVLSPFHPIRRAAVKILVHSLFNMLIMCTILTNCVFMAQHDPPPWTKYVEYTFTAIYTFESLVKILARGFCLHAFTFLRDPWNWLDFSVIIMAYTTEFVDLGNVSALRTFRVLRALKTISVISG.... Protein 2 (ENSG00000171503) has sequence MLVPLAKLSCLGVNMERFAEEADVVIVGAGPAGLSAAVRLKQLAVAHEKDIRVCLVEKAAQIGAHTLSGACLDPGAFKELFPDWKEKGAPLNTPVTEDRFGILTEKYRIPVPILPGLPMNNHGNYIVRLGHLVSWMGEQAEALGVEVYPGYAAAEVLFHDDGSVKGIATNDVGIQKDGAPKATFERGLELHAKVTIFAEGCHGHLAKQLYKKFDLRANCEPQTYGIGLKELWVIDEKNWKPGRVDHTVGWPLDRHTYGGSFLYHLNEGEPLVALGLVVGLDYQNPYLSPFREFQRWKHHP.... Result: 0 (the proteins do not interact). (4) Protein 1 (ENSG00000112200) has sequence MGDPGSEIIESVPPAGPEASESTTDENEDDIQFVSEGPLRPVLEYIDLVSSDDEEPSTSYTDRMPESKVPSSENHRPEMCSSCNVPLPIGDSSSFSGSCSSSPERIVSQTSSVENPLENQKNDQNNSDTKISETETLKSSQNFQTLPSSPLLVPQESLASSEVKENLRIDSSSASQHGRDAILYLQTQVAEMSRVIRDLQSRSCFRFHHSRPSENSSVPWDISTSKEENLSTVEEETDYKSPSADDKGQPSDPSQSSFTGLLKRMEQRGVIKRVTLQSEAESCEGKPDCVTSKKRLVPPL.... Protein 2 (ENSG00000064995) has sequence MDDAHESPSDKGGETGESDETAAVPGDPGATDTDGIPEETDGDADVDLKEAAAEEGELESQDVSDLTTVEREDSSLLNPAAKKLKIDTKEKKEKKQKVDEDEIQKMQILVSSFSEEQLNRYEMYRRSAFPKAAIKRLIQSITGTSVSQNVVIAMSGISKVFVGEVVEEALDVCEKWGEMPPLQPKHMREAVRRLKSKGQIPNSKHKKIIFF*MDDAHESPSDKGGETGESDETAAVPGDPGATDTDGIPEETDGDADVDLKEAAAEEGELESQDVSDLTTVEREDSSLLNPAAKKLKIDT.... Result: 0 (the proteins do not interact). (5) Protein 1 (ENSG00000148824) has sequence MRLTPRALCSAAQAAWRENFPLCGRDVARWFPGHMAKGLKKMQSSLKLVDCIIEVHDARIPLSGRNPLFQETLGLKPHLLVLNKMDLADLTEQQKIMQHLEGEGLKNVIFTNCVKDENVKQIIPMVTELIGRSHRYHRKENLEYCIMVIGVPNVGKSSLINSLRRQHLRKGKATRVGGEPGITRAVMSKIQVSERPLMFLLDTPGVLAPRIESVETGLKLALCGTVLDHLVGEETMADYLLYTLNKHQRFGYVQHYGLGSACDNVERVLKSVAVKLGKTQKVKVLTGTGNVNIIQPNYPA.... Protein 2 (ENSG00000100994) has sequence MAKPLTDSEKRKQISVRGLAGLGDVAEVRKSFNRHLHFTLVKDRNVATPRDYFFALAHTVRDHLVGRWIRTQQHYYERDPKRIYYLSLEFYMGRTLQNTMVNLGLQNACDEAIYQLGLDLEELEEIEEDAGLGNGGLGRLAACFLDSMATLGLAAYGYGIRYEFGIFNQKIVNGWQVEEADDWLRYGNPWEKARPEYMLPVHFYGRVEHTPDGVKWLDTQVVLAMPYDTPVPGYKNNTVNTMRLWSAKAPNDFKLQDFNVGDYIEAVLDRNLAENISRVLYPNDNFFEGKELRLKQEYFV.... Result: 0 (the proteins do not interact). (6) Protein 1 (ENSG00000127774) has sequence MAAVVAKREGPPFISEAAVRGNAAVLDYCRTSVSALSGATAGILGLTGLYGFIFYLLASVLLSLLLILKAGRRWNKYFKSRRPLFTGGLIGGLFTYVLFWTFLYGMVHVY*. Protein 2 (ENSG00000165794) has sequence MEQLLGIKLGCLFALLALTLGCGLTPICFKWFQIDAARGHHRLVLRLLGCISAGVFLGAGFMHMTAEALEEIESQIQKFMVQNRSASERNSSGDADSAHMEYPYGELIISLGFFFVFFLESLALQCCPGAAGGSTVQDEEWGGAHIFELHSHGHLPSPSKGPLRALVLLLSLSFHSVFEGLAVGLQPTVAATVQLCLAVLAHKGLVVFGVGMRLVHLGTSSRWAVFSILLLALMSPLGLAVGLAVTGGDSEGGRGLAQAVLEGVAAGTFLYVTFLEILPRELASPEAPLAKWSCVAAGFA.... Result: 1 (the proteins interact). (7) Result: 0 (the proteins do not interact). Protein 2 (ENSG00000172927) has sequence MALRICVTYTPALPIGLCTRCCLCLEQSPSWCHCLRGVSFLTFHLHQSVPLGDRDSLLMFTRQAGHFVEGSKAGRSRGRLCLSQALRVAVRGAFVSLWFAAGAGDRERNKGDKGAQTGAGLSQEAEDVDVSRARRVTDAPQGTLCGTGNRNSGSQSARVVGVAHLGEAFRVGVEQAISSCPEEVHGRHGLSMEIMWARMDVALRSPGRGLLAGAGALCMTLAESSCPDYERGRRACLTLHRHPTPHCSTWGLPLRVAGSWLTVVTVEALGGWRMGVRRTGQVGPTMHPPPVSGASPLLLH.... Protein 1 (ENSG00000138035) has sequence MAACRYCCSCLRLRPLSDGPFLLPRRDRALTQLQVRALWSSAGSRAVAVDLGNRKLEISSGKLARFADGSAVVQSGDTAVMVTAVSKTKPSPSQFMPLVVDYRQKAAAAGRIPTNYLRREIGTSDKEILTSRIIDRSIRPLFPAGYFYDTQVLCNLLAVDGVNEPDVLAINGGKYKSRD*MAACRYCCSCLRLRPLSDGPFLLPRRDRALTQLQVRALWSSAGSRAVAVDLGNRKLEISSGKLARFADGSAVVQSGDTAVMVTAVSKTKPSPSQFMPLVVDYRQKAAAAGRIPTNYLRRE.... (8) Protein 1 (ENSG00000124713) has sequence MVDSVYRTRSLGVAAEGLPDQYADGEAARVWQLYIGDTRSRTAEYKAWLLGLLRQHGCQRVLDVACGTGVDSIMLVEEGFSVTSVDASDKMLKYALKERWNRRHEPAFDKWVIEEANWMTLDKDVPQSAEGGFDAVICLGNSFAHLPDCKGDQSEHRLALKNIASMVRAGGLLVIDHRNYDHILSTGCAPPGKNIYYKSDLTKDVTTSVLIVNNKAHMVTLDYTVQVPGAGQDGSPGLSKFRLSYYPHCLASFTELLQAAFGGKCQHSVLGDFKPYKPGQTYIPCYFIHVLKRTD*. Protein 2 (ENSG00000144028) has sequence MADVTARSLQYEYKANSNLVLQADRSLIDRTRRDEPTGEVLSLVGKLEGTRMGDKAQRTKPQMQEERRAKRRKRDEDRHDINKMKGYTLLSEGIDEMVGIIYKPKTKETRETYEVLLSFIQAALGDQPRDILCGAADEVLAVLKNEKLRDKERRKEIDLLLGQTDDTRYHVLVNLGKKITDYGGDKEIQNMDDNIDETYGVNVQFESDEEEGDEDVYGEVREEASDDDMEGDEAVVRCTLSANLVASGELMSSKKKDLHPRDIDAFWLQRQLSRFYDDAIVSQKKADEVLEILKTASDDR.... Result: 1 (the proteins interact).